Task: Binary Classification. Given a drug SMILES string, predict its activity (active/inactive) in a high-throughput screening assay against a specified biological target.. Dataset: KCNQ2 potassium channel screen with 302,405 compounds (1) The molecule is Clc1c(NC(=O)CN(C(=O)COC(=O)CSc2ccc(cc2)C)C)cccc1. The result is 0 (inactive). (2) The drug is s1c(C(=O)N2CC(CCC2)(Cc2c(cccc2)C)C(OCC)=O)c(cc1)C. The result is 0 (inactive). (3) The compound is P(OCC)(OCC)(=O)C(NC(=O)Nc1ccccc1)C(=O)N. The result is 0 (inactive). (4) The drug is S1c2c(N(CC1)Cc1ccccc1)cc(C(=O)NCCCN1CCN(CC1)C)cc2. The result is 0 (inactive). (5) The compound is S(=O)(=O)(CCC(=O)N(c1cc(c(cc1)C)C)CC)c1c2nonc2ccc1. The result is 0 (inactive). (6) The molecule is O=C/1C(C(CC(=O)C1=C\Nc1cc2c(cc1)cccc2)(C)C)C(OC)=O. The result is 0 (inactive).